This data is from Reaction yield outcomes from USPTO patents with 853,638 reactions. The task is: Predict the reaction yield, written as a fraction of the theoretical maximum amount of product (1.0 means a 100% yield; for example, 0.34 means a 34% yield). The reactants are Br[C:2]1[CH:3]=[C:4]([C:8]([NH:11][C:12](=[O:22])[O:13][CH:14]2[CH:19]3[CH2:20][CH2:21][N:16]([CH2:17][CH2:18]3)[CH2:15]2)([CH3:10])[CH3:9])[CH:5]=[CH:6][CH:7]=1.[F:23][C:24]1[CH:29]=[CH:28][C:27](B(O)O)=[CH:26][CH:25]=1. The catalyst is C([O-])(=O)C.[Pd+2].C([O-])(=O)C. The product is [F:23][C:24]1[CH:29]=[CH:28][C:27]([C:2]2[CH:7]=[CH:6][CH:5]=[C:4]([C:8]([NH:11][C:12](=[O:22])[O:13][CH:14]3[CH:19]4[CH2:20][CH2:21][N:16]([CH2:17][CH2:18]4)[CH2:15]3)([CH3:10])[CH3:9])[CH:3]=2)=[CH:26][CH:25]=1. The yield is 0.600.